From a dataset of Peptide-MHC class I binding affinity with 185,985 pairs from IEDB/IMGT. Regression. Given a peptide amino acid sequence and an MHC pseudo amino acid sequence, predict their binding affinity value. This is MHC class I binding data. The peptide sequence is FNATKFPSVY. The MHC is HLA-A01:01 with pseudo-sequence HLA-A01:01. The binding affinity (normalized) is 0.